This data is from Full USPTO retrosynthesis dataset with 1.9M reactions from patents (1976-2016). The task is: Predict the reactants needed to synthesize the given product. The reactants are: [CH3:1][C:2]1[CH:7]=[C:6]([S:8][C:9]2[CH:14]=[N:13][CH:12]=[CH:11][N:10]=2)[CH:5]=[C:4]([CH3:15])[C:3]=1[C:16]1[N:17]=[C:18]([NH2:21])[S:19][CH:20]=1.C(N(CC)CC)C.Cl.[C:30](Cl)(=[O:37])[C:31]1[CH:36]=[CH:35][N:34]=[CH:33][CH:32]=1. Given the product [CH3:15][C:4]1[CH:5]=[C:6]([S:8][C:9]2[CH:14]=[N:13][CH:12]=[CH:11][N:10]=2)[CH:7]=[C:2]([CH3:1])[C:3]=1[C:16]1[N:17]=[C:18]([NH:21][C:30](=[O:37])[C:31]2[CH:36]=[CH:35][N:34]=[CH:33][CH:32]=2)[S:19][CH:20]=1, predict the reactants needed to synthesize it.